This data is from NCI-60 drug combinations with 297,098 pairs across 59 cell lines. The task is: Regression. Given two drug SMILES strings and cell line genomic features, predict the synergy score measuring deviation from expected non-interaction effect. (1) Drug 1: CC(CN1CC(=O)NC(=O)C1)N2CC(=O)NC(=O)C2. Drug 2: CC(C)NC(=O)C1=CC=C(C=C1)CNNC.Cl. Cell line: SF-539. Synergy scores: CSS=20.6, Synergy_ZIP=-2.78, Synergy_Bliss=3.06, Synergy_Loewe=1.67, Synergy_HSA=3.11. (2) Drug 1: C1=CC(=C2C(=C1NCCNCCO)C(=O)C3=C(C=CC(=C3C2=O)O)O)NCCNCCO. Drug 2: C1=CC=C(C(=C1)C(C2=CC=C(C=C2)Cl)C(Cl)Cl)Cl. Cell line: HOP-62. Synergy scores: CSS=47.0, Synergy_ZIP=4.83, Synergy_Bliss=4.96, Synergy_Loewe=-40.4, Synergy_HSA=4.99. (3) Drug 1: CC1CCC2CC(C(=CC=CC=CC(CC(C(=O)C(C(C(=CC(C(=O)CC(OC(=O)C3CCCCN3C(=O)C(=O)C1(O2)O)C(C)CC4CCC(C(C4)OC)O)C)C)O)OC)C)C)C)OC. Drug 2: CCC1=C2CN3C(=CC4=C(C3=O)COC(=O)C4(CC)O)C2=NC5=C1C=C(C=C5)O. Cell line: SF-295. Synergy scores: CSS=50.1, Synergy_ZIP=-10.4, Synergy_Bliss=-5.82, Synergy_Loewe=-3.03, Synergy_HSA=-1.98. (4) Drug 1: CC1C(C(CC(O1)OC2CC(OC(C2O)C)OC3=CC4=CC5=C(C(=O)C(C(C5)C(C(=O)C(C(C)O)O)OC)OC6CC(C(C(O6)C)O)OC7CC(C(C(O7)C)O)OC8CC(C(C(O8)C)O)(C)O)C(=C4C(=C3C)O)O)O)O. Drug 2: C(=O)(N)NO. Cell line: IGROV1. Synergy scores: CSS=25.1, Synergy_ZIP=0.594, Synergy_Bliss=1.42, Synergy_Loewe=-41.0, Synergy_HSA=-0.218. (5) Drug 1: C1=C(C(=O)NC(=O)N1)F. Drug 2: CN(CCCl)CCCl.Cl. Cell line: NCI-H460. Synergy scores: CSS=48.9, Synergy_ZIP=-4.39, Synergy_Bliss=-10.2, Synergy_Loewe=-11.1, Synergy_HSA=-9.05. (6) Drug 1: CCC1=C2CN3C(=CC4=C(C3=O)COC(=O)C4(CC)O)C2=NC5=C1C=C(C=C5)O. Drug 2: CS(=O)(=O)CCNCC1=CC=C(O1)C2=CC3=C(C=C2)N=CN=C3NC4=CC(=C(C=C4)OCC5=CC(=CC=C5)F)Cl. Cell line: A498. Synergy scores: CSS=23.0, Synergy_ZIP=-6.54, Synergy_Bliss=-0.778, Synergy_Loewe=-36.9, Synergy_HSA=1.89. (7) Drug 1: CC12CCC(CC1=CCC3C2CCC4(C3CC=C4C5=CN=CC=C5)C)O. Drug 2: CN1CCC(CC1)COC2=C(C=C3C(=C2)N=CN=C3NC4=C(C=C(C=C4)Br)F)OC. Cell line: SF-539. Synergy scores: CSS=11.3, Synergy_ZIP=-3.42, Synergy_Bliss=0.691, Synergy_Loewe=-2.33, Synergy_HSA=1.94.